Predict which catalyst facilitates the given reaction. From a dataset of Catalyst prediction with 721,799 reactions and 888 catalyst types from USPTO. (1) Reactant: Cl.[Br:2][C:3]1[CH:4]=[C:5]2[C:9](=[C:10]([C:12]([NH2:14])=[O:13])[CH:11]=1)[NH:8][N:7]=[C:6]2[CH:15]1[CH2:20][CH2:19][NH:18][CH2:17][CH2:16]1.[Cl:21][CH2:22][CH2:23][CH2:24][S:25](Cl)(=[O:27])=[O:26].C(N(C(C)C)CC)(C)C. Product: [Br:2][C:3]1[CH:4]=[C:5]2[C:9](=[C:10]([C:12]([NH2:14])=[O:13])[CH:11]=1)[NH:8][N:7]=[C:6]2[CH:15]1[CH2:16][CH2:17][N:18]([S:25]([CH2:24][CH2:23][CH2:22][Cl:21])(=[O:27])=[O:26])[CH2:19][CH2:20]1. The catalyst class is: 2. (2) Reactant: C(O)(=O)C.C(O[BH-](OC(=O)C)OC(=O)C)(=O)C.[Na+].C1(C[N:26]2[CH2:31][CH2:30][CH:29]([NH2:32])[CH2:28][CH2:27]2)C=CC=CC=1.[O:33]1[CH2:38][CH2:37][C:36](=O)[CH2:35][CH2:34]1. Product: [O:33]1[CH2:38][CH2:37][CH:36]([NH:32][CH:29]2[CH2:28][CH2:27][NH:26][CH2:31][CH2:30]2)[CH2:35][CH2:34]1. The catalyst class is: 34. (3) Reactant: [CH3:1][N:2]([CH3:18])[CH2:3][CH2:4][O:5][C:6]1[CH:7]=[C:8]([CH:11]=[C:12]([N+:15]([O-:17])=[O:16])[C:13]=1[OH:14])[CH:9]=O.[C:19]1([C:25](=O)[CH2:26][C:27]2[CH:32]=[CH:31][CH:30]=[CH:29][CH:28]=2)[CH:24]=[CH:23][CH:22]=[CH:21][CH:20]=1.[NH2:34][C:35]([NH2:37])=[O:36].Cl. Product: [CH3:1][N:2]([CH3:18])[CH2:3][CH2:4][O:5][C:6]1[CH:7]=[C:8]([CH:9]2[C:26]([C:27]3[CH:32]=[CH:31][CH:30]=[CH:29][CH:28]=3)=[C:25]([C:19]3[CH:24]=[CH:23][CH:22]=[CH:21][CH:20]=3)[NH:37][C:35](=[O:36])[NH:34]2)[CH:11]=[C:12]([N+:15]([O-:17])=[O:16])[C:13]=1[OH:14]. The catalyst class is: 8. (4) Reactant: [C:1]([C:4]1[CH:5]=[C:6]([CH:10]=[CH:11][CH:12]=1)[C:7]([OH:9])=[O:8])(=[S:3])[NH2:2].Br[CH2:14][C:15]([C:17]1[CH:22]=[CH:21][C:20]([CH3:23])=[CH:19][CH:18]=1)=O. Product: [C:20]1([CH3:23])[CH:21]=[CH:22][C:17]([C:15]2[N:2]=[C:1]([C:4]3[CH:5]=[C:6]([CH:10]=[CH:11][CH:12]=3)[C:7]([OH:9])=[O:8])[S:3][CH:14]=2)=[CH:18][CH:19]=1. The catalyst class is: 3. (5) Reactant: Cl[C:2]1[CH:7]=[CH:6][C:5]([O:8][CH3:9])=[CH:4][CH:3]=1.[C:10]1(B(O)O)[CH:15]=[CH:14][CH:13]=[CH:12][CH:11]=1.[F-].[Cs+]. Product: [C:10]1([C:2]2[CH:7]=[CH:6][C:5]([O:8][CH3:9])=[CH:4][CH:3]=2)[CH:15]=[CH:14][CH:13]=[CH:12][CH:11]=1. The catalyst class is: 12. (6) Reactant: C(OC(=O)[NH:7][C:8]1[CH:16]=[CH:15][C:14]([CH:17]2[CH2:21][CH:20]([OH:22])[CH:19]([OH:23])[CH2:18]2)=[C:13]2[C:9]=1[C:10](=[O:25])[N:11]([CH3:24])[CH2:12]2)(C)(C)C.[C:27]([OH:33])([C:29]([F:32])([F:31])[F:30])=[O:28]. Product: [F:30][C:29]([F:32])([F:31])[C:27]([OH:33])=[O:28].[NH2:7][C:8]1[CH:16]=[CH:15][C:14]([CH:17]2[CH2:18][CH:19]([OH:23])[CH:20]([OH:22])[CH2:21]2)=[C:13]2[C:9]=1[C:10](=[O:25])[N:11]([CH3:24])[CH2:12]2. The catalyst class is: 2. (7) Reactant: [BH4-].[Na+].C[O:4][C:5](=O)[CH:6]([N:27]1[CH2:32][CH2:31][N:30]([C:33]2[CH:38]=[CH:37][CH:36]=[C:35]([C:39]([F:42])([F:41])[F:40])[CH:34]=2)[CH:29]([CH3:43])[C:28]1=[O:44])[CH2:7][CH2:8][O:9][Si:10]([C:23]([CH3:26])([CH3:25])[CH3:24])([C:17]1[CH:22]=[CH:21][CH:20]=[CH:19][CH:18]=1)[C:11]1[CH:16]=[CH:15][CH:14]=[CH:13][CH:12]=1. Product: [C:23]([Si:10]([C:17]1[CH:18]=[CH:19][CH:20]=[CH:21][CH:22]=1)([C:11]1[CH:16]=[CH:15][CH:14]=[CH:13][CH:12]=1)[O:9][CH2:8][CH2:7][CH:6]([N:27]1[CH2:32][CH2:31][N:30]([C:33]2[CH:38]=[CH:37][CH:36]=[C:35]([C:39]([F:41])([F:40])[F:42])[CH:34]=2)[CH:29]([CH3:43])[C:28]1=[O:44])[CH2:5][OH:4])([CH3:24])([CH3:25])[CH3:26]. The catalyst class is: 14.